This data is from Full USPTO retrosynthesis dataset with 1.9M reactions from patents (1976-2016). The task is: Predict the reactants needed to synthesize the given product. (1) Given the product [F:1][C:2]1[CH:10]=[C:9]([CH:11]([O:13][C:14]2[CH:19]=[CH:18][CH:17]=[CH:16][CH:15]=2)[CH3:12])[CH:8]=[CH:7][C:3]=1[C:4]([NH:27][CH2:28][C:29]1[C:30]([OH:37])=[N:31][C:32]([CH3:36])=[CH:33][C:34]=1[CH3:35])=[O:6], predict the reactants needed to synthesize it. The reactants are: [F:1][C:2]1[CH:10]=[C:9]([CH:11]([O:13][C:14]2[CH:19]=[CH:18][CH:17]=[CH:16][CH:15]=2)[CH3:12])[CH:8]=[CH:7][C:3]=1[C:4]([OH:6])=O.C(N(CC)CC)C.[NH2:27][CH2:28][C:29]1[C:30]([OH:37])=[N:31][C:32]([CH3:36])=[CH:33][C:34]=1[CH3:35]. (2) Given the product [Br:25][C:26]1[C:27]([CH3:38])=[C:28]([C:35]([N:9]2[CH:6]3[CH2:7][CH2:8][CH:2]2[CH2:3][CH:4]([C:10]2[CH:11]=[C:12]([CH:21]=[CH:22][C:23]=2[F:24])[CH2:13][NH:14][C:15](=[O:20])[C:16]([F:17])([F:18])[F:19])[CH2:5]3)=[O:36])[S:29][C:30]=1[O:31][CH2:32][CH2:33][CH3:34], predict the reactants needed to synthesize it. The reactants are: Cl.[CH:2]12[NH:9][CH:6]([CH2:7][CH2:8]1)[CH2:5][CH:4]([C:10]1[CH:11]=[C:12]([CH:21]=[CH:22][C:23]=1[F:24])[CH2:13][NH:14][C:15](=[O:20])[C:16]([F:19])([F:18])[F:17])[CH2:3]2.[Br:25][C:26]1[C:27]([CH3:38])=[C:28]([C:35](O)=[O:36])[S:29][C:30]=1[O:31][CH2:32][CH2:33][CH3:34].CCN=C=NCCCN(C)C.Cl.O. (3) Given the product [Cl:28][C:29]1[CH:36]=[CH:35][C:32]([CH2:33][NH:34][C:18]2[C:19]3[C:20](=[CH:22][CH:23]=[CH:24][CH:25]=3)[N:21]=[C:15]([C:10]3[C:9]([C:1]([C:2]4[CH:7]=[CH:6][CH:5]=[CH:4][CH:3]=4)=[O:8])=[CH:14][CH:13]=[CH:12][N:11]=3)[N:27]=2)=[CH:31][CH:30]=1, predict the reactants needed to synthesize it. The reactants are: [C:1]([C:9]1[C:10]([C:15](O)=O)=[N:11][CH:12]=[CH:13][CH:14]=1)(=[O:8])[C:2]1[CH:7]=[CH:6][CH:5]=[CH:4][CH:3]=1.[C:18]([NH2:27])(=O)[C:19]1[C:20](=[CH:22][CH:23]=[CH:24][CH:25]=1)[NH2:21].[Cl:28][C:29]1[CH:36]=[CH:35][C:32]([CH2:33][NH2:34])=[CH:31][CH:30]=1. (4) Given the product [C:1]1([S:7]([N:10]2[C:18]3[C:13](=[CH:14][C:15]([CH2:19][CH2:20][C:21]4[CH:26]=[CH:25][CH:24]=[CH:23][CH:22]=4)=[CH:16][CH:17]=3)[C:12]3[CH:27]=[C:28]([Cl:31])[CH:29]=[N:30][C:11]2=3)(=[O:8])=[O:9])[CH:2]=[CH:3][CH:4]=[CH:5][CH:6]=1, predict the reactants needed to synthesize it. The reactants are: [C:1]1([S:7]([N:10]2[C:18]3[C:13](=[CH:14][C:15]([C:19]#[C:20][C:21]4[CH:26]=[CH:25][CH:24]=[CH:23][CH:22]=4)=[CH:16][CH:17]=3)[C:12]3[CH:27]=[C:28]([Cl:31])[CH:29]=[N:30][C:11]2=3)(=[O:9])=[O:8])[CH:6]=[CH:5][CH:4]=[CH:3][CH:2]=1. (5) Given the product [C:17]([O:21][C:22]([NH:23][CH2:24][CH2:25][CH2:26][NH:27][C:2]1[C:11]([C:12]([OH:14])=[O:13])=[CH:10][C:9]2[C:4](=[CH:5][C:6]([O:15][CH3:16])=[CH:7][CH:8]=2)[N:3]=1)=[O:28])([CH3:20])([CH3:19])[CH3:18], predict the reactants needed to synthesize it. The reactants are: Cl[C:2]1[C:11]([C:12]([OH:14])=[O:13])=[CH:10][C:9]2[C:4](=[CH:5][C:6]([O:15][CH3:16])=[CH:7][CH:8]=2)[N:3]=1.[C:17]([O:21][C:22](=[O:28])[NH:23][CH2:24][CH2:25][CH2:26][NH2:27])([CH3:20])([CH3:19])[CH3:18].C(=O)([O-])[O-].[K+].[K+]. (6) Given the product [F:1][C:2]1[CH:11]=[CH:10][C:9]([O:12][CH2:13][CH2:14][CH3:15])=[C:8]2[C:3]=1[C:4](=[O:28])[C:5]([C:20]1[CH:21]=[CH:22][C:23]([O:26][CH3:27])=[CH:24][CH:25]=1)=[CH:6][N:7]2[CH2:16][CH2:17][C:18]([OH:30])=[O:19], predict the reactants needed to synthesize it. The reactants are: [F:1][C:2]1[CH:11]=[CH:10][C:9]([O:12][CH2:13][CH2:14][CH3:15])=[C:8]2[C:3]=1[C:4](=[O:28])[C:5]([C:20]1[CH:25]=[CH:24][C:23]([O:26][CH3:27])=[CH:22][CH:21]=1)=[CH:6][N:7]2[CH2:16][CH2:17][CH:18]=[O:19].Cl([O-])=[O:30].[Na+].CC(=CC)C.[Na].O.O.P(O)(O)(O)=O. (7) Given the product [C:19]([O:16][C:15]([C:10]1([C:7]2[CH:6]=[CH:5][C:4]([N+:1]([O-:3])=[O:2])=[CH:9][CH:8]=2)[CH2:14][CH2:13][CH2:12][CH2:11]1)=[O:17])([CH3:21])([CH3:20])[CH3:18], predict the reactants needed to synthesize it. The reactants are: [N+:1]([C:4]1[CH:9]=[CH:8][C:7]([C:10]2([C:15]([OH:17])=[O:16])[CH2:14][CH2:13][CH2:12][CH2:11]2)=[CH:6][CH:5]=1)([O-:3])=[O:2].[CH3:18][C:19](=[CH2:21])[CH3:20]. (8) Given the product [Cl:17][C:18]1[CH:26]=[CH:25][C:24]([N:27]([CH3:44])[C:28]([C:30]2[N:34]([CH3:35])[N:33]=[C:32]([C:36]([F:39])([F:37])[F:38])[C:31]=2[C:40]([F:41])([F:42])[F:43])=[O:29])=[CH:23][C:19]=1[C:20](=[O:21])[NH:2][C:3]1([C:6]#[N:7])[CH2:5][CH2:4]1, predict the reactants needed to synthesize it. The reactants are: Cl.[NH2:2][C:3]1([C:6]#[N:7])[CH2:5][CH2:4]1.C(N(C(C)C)C(C)C)C.[Cl:17][C:18]1[CH:26]=[CH:25][C:24]([N:27]([CH3:44])[C:28]([C:30]2[N:34]([CH3:35])[N:33]=[C:32]([C:36]([F:39])([F:38])[F:37])[C:31]=2[C:40]([F:43])([F:42])[F:41])=[O:29])=[CH:23][C:19]=1[C:20](Cl)=[O:21]. (9) The reactants are: [OH:1][C:2]1[C:3]([N:8]2[C:17](=[O:18])[C:16]3[C:11](=[CH:12][C:13]([C:19]([OH:21])=O)=[CH:14][CH:15]=3)[NH:10][C:9]2=[S:22])=[N:4][CH:5]=[CH:6][CH:7]=1.[Cl:23][C:24]1[CH:25]=[C:26]([CH:29]=[CH:30][CH:31]=1)[CH2:27][NH2:28].CCN(C(C)C)C(C)C.CN(C(ON1N=NC2C=CC=NC1=2)=[N+](C)C)C.F[P-](F)(F)(F)(F)F. Given the product [Cl:23][C:24]1[CH:25]=[C:26]([CH:29]=[CH:30][CH:31]=1)[CH2:27][NH:28][C:19]([C:13]1[CH:12]=[C:11]2[C:16]([C:17](=[O:18])[N:8]([C:3]3[C:2]([OH:1])=[CH:7][CH:6]=[CH:5][N:4]=3)[C:9](=[S:22])[NH:10]2)=[CH:15][CH:14]=1)=[O:21], predict the reactants needed to synthesize it. (10) The reactants are: CC(C[AlH]CC(C)C)C.[C:10]([C:12]1[CH:17]=[CH:16][C:15]([S:18]([N:21]([CH3:23])[CH3:22])(=[O:20])=[O:19])=[CH:14][CH:13]=1)#N.C[OH:25].Cl. Given the product [CH:10]([C:12]1[CH:17]=[CH:16][C:15]([S:18]([N:21]([CH3:23])[CH3:22])(=[O:20])=[O:19])=[CH:14][CH:13]=1)=[O:25], predict the reactants needed to synthesize it.